Dataset: NCI-60 drug combinations with 297,098 pairs across 59 cell lines. Task: Regression. Given two drug SMILES strings and cell line genomic features, predict the synergy score measuring deviation from expected non-interaction effect. Cell line: NCI/ADR-RES. Drug 1: CC1=CC=C(C=C1)C2=CC(=NN2C3=CC=C(C=C3)S(=O)(=O)N)C(F)(F)F. Synergy scores: CSS=33.9, Synergy_ZIP=0.495, Synergy_Bliss=-1.58, Synergy_Loewe=-16.5, Synergy_HSA=-4.46. Drug 2: C1CN1C2=NC(=NC(=N2)N3CC3)N4CC4.